From a dataset of Forward reaction prediction with 1.9M reactions from USPTO patents (1976-2016). Predict the product of the given reaction. (1) Given the reactants Cl[CH2:2][CH:3]1[CH:5]([C:6]2[CH:11]=[CH:10][CH:9]=[C:8]([F:12])[CH:7]=2)[CH:4]1[C:13]([O:15]CC)=O.[CH2:18]([NH2:20])[CH3:19], predict the reaction product. The product is: [CH2:18]([N:20]1[CH2:2][CH:3]2[CH:4]([CH:5]2[C:6]2[CH:11]=[CH:10][CH:9]=[C:8]([F:12])[CH:7]=2)[C:13]1=[O:15])[CH3:19]. (2) Given the reactants [NH:1]1[C:9]2[C:4](=[CH:5][CH:6]=[CH:7][CH:8]=2)[CH2:3][C:2]1=[O:10].[CH3:11][N:12]([CH2:14][C:15]1[CH:22]=[CH:21][CH:20]=[CH:19][C:16]=1[CH:17]=O)[CH3:13], predict the reaction product. The product is: [CH3:11][N:12]([CH2:14][C:15]1[CH:22]=[CH:21][CH:20]=[CH:19][C:16]=1[CH:17]=[C:3]1[C:4]2[C:9](=[CH:8][CH:7]=[CH:6][CH:5]=2)[NH:1][C:2]1=[O:10])[CH3:13]. (3) The product is: [CH3:1][C:2]1([C:13]2[CH:14]=[C:15]([CH3:19])[CH:16]=[CH:17][CH:18]=2)[CH2:6][C:7]2[C:12](=[CH:11][CH:10]=[CH:9][CH:8]=2)[C:3]1=[O:5]. Given the reactants [CH3:1][C:2]([C:13]1[CH:14]=[C:15]([CH3:19])[CH:16]=[CH:17][CH:18]=1)([CH2:6][C:7]1[CH:12]=[CH:11][CH:10]=[CH:9][CH:8]=1)[C:3]([OH:5])=O, predict the reaction product. (4) Given the reactants Br[C:2]1[CH:3]=[C:4]([N:8]2[C:12]3[CH2:13][O:14][CH2:15][CH2:16][C:11]=3[C:10]([C:17]([NH2:19])=[O:18])=[N:9]2)[CH:5]=[CH:6][CH:7]=1.[C:20]([C@:22]1([OH:29])[CH2:26][CH2:25][N:24]([CH3:27])[C:23]1=[O:28])#[CH:21], predict the reaction product. The product is: [OH:29][C@@:22]1([C:20]#[C:21][C:2]2[CH:3]=[C:4]([N:8]3[C:12]4[CH2:13][O:14][CH2:15][CH2:16][C:11]=4[C:10]([C:17]([NH2:19])=[O:18])=[N:9]3)[CH:5]=[CH:6][CH:7]=2)[CH2:26][CH2:25][N:24]([CH3:27])[C:23]1=[O:28]. (5) Given the reactants [CH2:1]([O:3][C:4](=[O:20])[CH2:5][CH:6]([N:10]1[C:14]2[CH:15]=[CH:16][CH:17]=[CH:18][C:13]=2[NH:12][C:11]1=[O:19])[CH2:7][CH2:8][CH3:9])[CH3:2].[Cl:21][C:22]1[CH:30]=[CH:29][C:28]([CH2:31][N+](C)(C)C)=[C:27]2[C:23]=1[C:24]([CH3:38])=[C:25]([CH3:37])[N:26]2[CH3:36].[I-].C(=O)([O-])[O-].[K+].[K+], predict the reaction product. The product is: [CH2:1]([O:3][C:4](=[O:20])[CH2:5][CH:6]([N:10]1[C:14]2[CH:15]=[CH:16][CH:17]=[CH:18][C:13]=2[N:12]([CH2:31][C:28]2[CH:29]=[CH:30][C:22]([Cl:21])=[C:23]3[C:27]=2[N:26]([CH3:36])[C:25]([CH3:37])=[C:24]3[CH3:38])[C:11]1=[O:19])[CH2:7][CH2:8][CH3:9])[CH3:2]. (6) The product is: [CH3:13][O:12][C:10](=[O:11])[C:9]([C:4]1[CH:5]=[C:6]([F:8])[CH:7]=[C:2]([Br:1])[CH:3]=1)=[C:42]1[CH2:43][N:40]([C@@H:31]([C:28]2[CH:27]=[CH:26][C:25]([Cl:24])=[CH:30][CH:29]=2)[C:32]2[CH:39]=[CH:38][CH:37]=[C:34]([C:35]#[N:36])[CH:33]=2)[CH2:41]1. Given the reactants [Br:1][C:2]1[CH:3]=[C:4]([CH2:9][C:10]([O:12][CH3:13])=[O:11])[CH:5]=[C:6]([F:8])[CH:7]=1.[Li+].C[Si]([N-][Si](C)(C)C)(C)C.[Cl:24][C:25]1[CH:30]=[CH:29][C:28]([C@H:31]([N:40]2[CH2:43][C:42](=O)[CH2:41]2)[C:32]2[CH:33]=[C:34]([CH:37]=[CH:38][CH:39]=2)[C:35]#[N:36])=[CH:27][CH:26]=1.CCN(C(C)C)C(C)C.CS(Cl)(=O)=O, predict the reaction product. (7) Given the reactants [CH2:1]([C:5]1[CH:10]=[CH:9][C:8]([C:11]2[O:15][C:14]([C:16]3[CH:32]=[CH:31][C:19]([CH2:20][NH:21][C@@H:22]4[CH2:25][C@H:24]([C:26]([O:28]CC)=[O:27])[CH2:23]4)=[CH:18][CH:17]=3)=[N:13][N:12]=2)=[CH:7][CH:6]=1)[CH:2]([CH3:4])[CH3:3].[OH-].[Na+].[ClH:35], predict the reaction product. The product is: [ClH:35].[CH2:1]([C:5]1[CH:6]=[CH:7][C:8]([C:11]2[O:15][C:14]([C:16]3[CH:32]=[CH:31][C:19]([CH2:20][NH:21][C@@H:22]4[CH2:25][C@H:24]([C:26]([OH:28])=[O:27])[CH2:23]4)=[CH:18][CH:17]=3)=[N:13][N:12]=2)=[CH:9][CH:10]=1)[CH:2]([CH3:4])[CH3:3]. (8) Given the reactants [BH4-].[Na+].[CH:3]([C:5]1[C-:6]([N:10]([CH3:12])[CH3:11])[CH:7]=[CH:8][CH:9]=1)=[O:4].[CH-:13]1[CH:17]=[CH:16][CH:15]=[CH:14]1.[Fe+2:18].[NH4+].[Cl-].C([O-])(O)=O.[Na+], predict the reaction product. The product is: [OH:4][CH2:3][C:5]1[C-:6]([N:10]([CH3:12])[CH3:11])[CH:7]=[CH:8][CH:9]=1.[CH-:13]1[CH:17]=[CH:16][CH:15]=[CH:14]1.[Fe+2:18]. (9) Given the reactants [CH3:1][O:2][CH2:3][CH:4]([NH2:6])[CH3:5].C(N(C(C)C)CC)(C)C.Cl[CH2:17][C:18](Cl)=[O:19].C(OC([N:28]1[CH2:33][CH2:32][NH:31][CH2:30][CH2:29]1)=O)(C)(C)C, predict the reaction product. The product is: [CH3:1][O:2][CH2:3][CH:4]([NH:6][C:18](=[O:19])[CH2:17][N:28]1[CH2:33][CH2:32][NH:31][CH2:30][CH2:29]1)[CH3:5].